This data is from Catalyst prediction with 721,799 reactions and 888 catalyst types from USPTO. The task is: Predict which catalyst facilitates the given reaction. (1) Reactant: C(/[C:7]1[C:16]2[O:15][CH2:14][CH2:13][C:12](=[O:17])[C:11]=2[CH:10]=[CH:9][C:8]=1S)=C\C=C\C=C.C1N2CN3CN(C2)CN1C3. Product: [O:15]1[C:16]2[C:11](=[CH:10][CH:9]=[CH:8][CH:7]=2)[C:12](=[O:17])[CH2:13][CH2:14]1. The catalyst class is: 55. (2) Reactant: [NH2:1][C:2]1[CH:3]=[C:4]([CH:8]=[CH:9][C:10]=1[F:11])[C:5]([OH:7])=O.CCN=C=N[CH2:17][CH2:18][CH2:19][N:20](C)C.Cl.C1C=CC2N(O)N=NC=2C=1.CN1CCOCC1.C1(N)CC1. Product: [NH2:1][C:2]1[CH:3]=[C:4]([CH:8]=[CH:9][C:10]=1[F:11])[C:5]([NH:20][CH:19]1[CH2:17][CH2:18]1)=[O:7]. The catalyst class is: 3. (3) Product: [CH2:1]([C:8]1[C:9]([NH:22][C:23](=[S:41])[CH2:24][C:25]2[CH:30]=[CH:29][CH:28]=[CH:27][CH:26]=2)=[N:10][CH:11]=[C:12]([C:14]2[CH:19]=[CH:18][C:17]([O:20][CH3:21])=[CH:16][CH:15]=2)[N:13]=1)[C:2]1[CH:7]=[CH:6][CH:5]=[CH:4][CH:3]=1. Reactant: [CH2:1]([C:8]1[C:9]([NH:22][C:23](=O)[CH2:24][C:25]2[CH:30]=[CH:29][CH:28]=[CH:27][CH:26]=2)=[N:10][CH:11]=[C:12]([C:14]2[CH:19]=[CH:18][C:17]([O:20][CH3:21])=[CH:16][CH:15]=2)[N:13]=1)[C:2]1[CH:7]=[CH:6][CH:5]=[CH:4][CH:3]=1.COC1C=CC(P2(SP(C3C=CC(OC)=CC=3)(=S)S2)=[S:41])=CC=1. The catalyst class is: 11. (4) Reactant: [H-].[Al+3].[Li+].[H-].[H-].[H-].[F:7][C:8]([F:20])([F:19])[CH2:9][CH:10]([CH3:18])[C:11]([NH:13][CH2:14][CH:15]([CH3:17])[CH3:16])=[O:12]. Product: [F:7][C:8]([F:19])([F:20])[CH2:9][CH:10]([CH3:18])[CH2:11][NH:13][CH2:14][CH:15]([CH3:16])[CH3:17].[O:12]1[CH2:8][CH2:9][CH2:10][CH2:11]1. The catalyst class is: 1. (5) Reactant: [CH:1]([NH:4][C:5]1[C:6]([NH:11][C:12]2[CH:17]=[CH:16][CH:15]=[CH:14][CH:13]=2)=[N:7][CH:8]=[CH:9][CH:10]=1)([CH3:3])[CH3:2].[CH2:18](OC(OCC)OCC)C.[ClH:28]. Product: [Cl-:28].[CH:1]([N+:4]1[C:5]2[C:6](=[N:7][CH:8]=[CH:9][CH:10]=2)[N:11]([C:12]2[CH:17]=[CH:16][CH:15]=[CH:14][CH:13]=2)[CH:18]=1)([CH3:3])[CH3:2]. The catalyst class is: 106. (6) Reactant: [Br:1][C:2]1[CH:10]=[CH:9][C:5]([C:6]([OH:8])=O)=[CH:4][C:3]=1[F:11].[NH:12]([C:14]([O:16][C:17]([CH3:20])([CH3:19])[CH3:18])=[O:15])[NH2:13].C1C=NC2N(O)N=NC=2C=1.C(Cl)CCl. Product: [Br:1][C:2]1[CH:10]=[CH:9][C:5]([C:6]([NH:13][NH:12][C:14]([O:16][C:17]([CH3:20])([CH3:19])[CH3:18])=[O:15])=[O:8])=[CH:4][C:3]=1[F:11]. The catalyst class is: 18. (7) Reactant: [F:1][C:2]1[CH:3]=[C:4]([CH:30]=[C:31]([F:33])[CH:32]=1)[CH2:5][C@H:6]([NH:22][C:23](=[O:29])[CH2:24][CH2:25][C:26]([OH:28])=[O:27])[C@H:7]([OH:21])[CH2:8][NH:9][C:10]1([C:13]2[CH:18]=[CH:17][CH:16]=[C:15]([CH2:19][CH3:20])[CH:14]=2)[CH2:12][CH2:11]1.[CH2:34](Cl)[CH2:35]Cl.[CH:38]1[CH:39]=C[C:41]2[N:46](O)N=[N:44][C:42]=2[CH:43]=1. Product: [N:46]12[CH2:35][CH2:34][CH:43]([CH2:38][CH2:39]1)[C@@H:42]([NH:44][C:26](=[O:28])[CH2:25][CH2:24][C:23]([NH:22][C@@H:6]([CH2:5][C:4]1[CH:30]=[C:31]([F:33])[CH:32]=[C:2]([F:1])[CH:3]=1)[C@H:7]([OH:21])[CH2:8][NH:9][C:10]1([C:13]3[CH:18]=[CH:17][CH:16]=[C:15]([CH2:19][CH3:20])[CH:14]=3)[CH2:12][CH2:11]1)=[O:29])[CH2:41]2.[CH:26]([OH:28])=[O:27]. The catalyst class is: 3.